From a dataset of Reaction yield outcomes from USPTO patents with 853,638 reactions. Predict the reaction yield, written as a fraction of the theoretical maximum amount of product (1.0 means a 100% yield; for example, 0.34 means a 34% yield). (1) The reactants are [NH2:1][C:2]1[C:3](=[O:9])[NH:4][C:5](=[O:8])[NH:6][CH:7]=1.[C:10]([C:16]([O:18][CH3:19])=[O:17])#[C:11][C:12]([O:14][CH3:15])=[O:13]. The catalyst is CO. The product is [O:8]=[C:5]1[NH:4][C:3](=[O:9])[C:2]([NH:1]/[C:11](=[CH:10]/[C:16]([O:18][CH3:19])=[O:17])/[C:12]([O:14][CH3:15])=[O:13])=[CH:7][NH:6]1. The yield is 0.740. (2) The yield is 0.840. The reactants are [Cl-].O[NH3+:3].[C:4](=[O:7])([O-])[OH:5].[Na+].CS(C)=O.[CH2:13]([C:17]1[N:18]([CH2:34][C:35]2[CH:40]=[CH:39][C:38]([C:41]3[C:42]([C:47]#[N:48])=[CH:43][CH:44]=[CH:45][CH:46]=3)=[CH:37][C:36]=2[F:49])[C:19](=[O:33])[C:20]([C:24]2[CH:25]=[CH:26][C:27]3[O:31][CH2:30][CH2:29][C:28]=3[CH:32]=2)=[C:21]([CH3:23])[N:22]=1)[CH2:14][CH2:15][CH3:16]. The product is [CH2:13]([C:17]1[N:18]([CH2:34][C:35]2[CH:40]=[CH:39][C:38]([C:41]3[CH:46]=[CH:45][CH:44]=[CH:43][C:42]=3[C:47]3[NH:3][C:4](=[O:7])[O:5][N:48]=3)=[CH:37][C:36]=2[F:49])[C:19](=[O:33])[C:20]([C:24]2[CH:25]=[CH:26][C:27]3[O:31][CH2:30][CH2:29][C:28]=3[CH:32]=2)=[C:21]([CH3:23])[N:22]=1)[CH2:14][CH2:15][CH3:16]. The catalyst is O. (3) The yield is 0.960. The catalyst is C1COCC1.N1C=CC=CC=1. The reactants are [NH2:1][C:2]1[CH:7]=[CH:6][C:5]([C:8]([OH:17])([C:13]([F:16])([F:15])[F:14])[C:9]([F:12])([F:11])[F:10])=[CH:4][CH:3]=1.[CH3:18][C:19](OC(C)=O)=O. The product is [CH2:18]([NH:1][C:2]1[CH:3]=[CH:4][C:5]([C:8]([OH:17])([C:9]([F:10])([F:11])[F:12])[C:13]([F:14])([F:15])[F:16])=[CH:6][CH:7]=1)[CH3:19]. (4) The reactants are [F:1][C:2]([F:7])([F:6])[C:3]([OH:5])=[O:4].[NH2:8][C@@H:9]1[CH2:14][CH2:13][C@H:12]([N:15]2[CH2:19][CH2:18][CH:17]([C:20]3[NH:24][C:23]4[C:25]([C:29]([F:32])([F:31])[F:30])=[CH:26][CH:27]=[CH:28][C:22]=4[N:21]=3)[C:16]2=[O:33])[C@H:11]([CH2:34][S:35]([C:38]2[CH:43]=[CH:42][CH:41]=[CH:40][CH:39]=2)(=[O:37])=[O:36])[CH2:10]1.[CH3:44][C:45]([CH3:47])=O.C(O)(=O)C.C(O[BH-](OC(=O)C)OC(=O)C)(=O)C.[Na+]. The catalyst is ClCCCl.CCOC(C)=O. The product is [F:1][C:2]([F:7])([F:6])[C:3]([OH:5])=[O:4].[CH:45]([NH:8][C@@H:9]1[CH2:14][CH2:13][C@H:12]([N:15]2[CH2:19][CH2:18][CH:17]([C:20]3[NH:24][C:23]4[C:25]([C:29]([F:30])([F:31])[F:32])=[CH:26][CH:27]=[CH:28][C:22]=4[N:21]=3)[C:16]2=[O:33])[C@H:11]([CH2:34][S:35]([C:38]2[CH:39]=[CH:40][CH:41]=[CH:42][CH:43]=2)(=[O:36])=[O:37])[CH2:10]1)([CH3:47])[CH3:44]. The yield is 0.0600.